From a dataset of Full USPTO retrosynthesis dataset with 1.9M reactions from patents (1976-2016). Predict the reactants needed to synthesize the given product. (1) Given the product [F:23][C:2]([F:1])([F:22])[C:3]1[CH:17]=[C:16]([C:18]([F:21])([F:20])[F:19])[CH:15]=[CH:14][C:4]=1[CH2:5][N:6]1[CH2:11][CH2:10][CH:9](/[CH:12]=[C:30]2/[C:26]([NH:25][CH3:24])=[N:27][C:28](=[O:31])[S:29]/2)[CH2:8][CH2:7]1, predict the reactants needed to synthesize it. The reactants are: [F:1][C:2]([F:23])([F:22])[C:3]1[CH:17]=[C:16]([C:18]([F:21])([F:20])[F:19])[CH:15]=[CH:14][C:4]=1[CH2:5][N:6]1[CH2:11][CH2:10][CH:9]([CH:12]=O)[CH2:8][CH2:7]1.[CH3:24][NH:25][C:26]1[CH2:30][S:29][C:28](=[O:31])[N:27]=1.C([O-])(=O)C.[NH2+]1CCCCC1. (2) Given the product [ClH:1].[NH:9]1[CH2:10][CH2:11][CH:12]([S:15]([C:18]2[CH:23]=[CH:22][C:21]([C:24]#[N:25])=[CH:20][CH:19]=2)(=[O:17])=[O:16])[CH2:13][CH2:14]1, predict the reactants needed to synthesize it. The reactants are: [ClH:1].C(OC([N:9]1[CH2:14][CH2:13][CH:12]([S:15]([C:18]2[CH:23]=[CH:22][C:21]([C:24]#[N:25])=[CH:20][CH:19]=2)(=[O:17])=[O:16])[CH2:11][CH2:10]1)=O)(C)(C)C. (3) Given the product [C:22]([O:21][C:19]([NH:2][C:3]([CH3:10])([CH2:8][OH:9])[C:4]([O:6][CH3:7])=[O:5])=[O:20])([CH3:25])([CH3:24])[CH3:23], predict the reactants needed to synthesize it. The reactants are: Cl.[NH2:2][C:3]([CH3:10])([CH2:8][OH:9])[C:4]([O:6][CH3:7])=[O:5].C(#N)C.C(=O)([O-])O.[Na+].[C:19](O[C:19]([O:21][C:22]([CH3:25])([CH3:24])[CH3:23])=[O:20])([O:21][C:22]([CH3:25])([CH3:24])[CH3:23])=[O:20]. (4) Given the product [NH2:73][C@H:63]([C:52]1[C:51]([C:48]2[CH:49]=[CH:50][C:42]([CH:41]([F:87])[F:40])=[C:43]3[C:47]=2[N:46]([CH3:81])[N:45]=[C:44]3[NH:82][S:83]([CH3:86])(=[O:84])=[O:85])=[CH:56][CH:55]=[C:54]([C:57]#[C:58][C:59]([OH:62])([CH3:60])[CH3:61])[N:53]=1)[CH2:64][C:65]1[CH:66]=[C:67]([F:72])[CH:68]=[C:69]([F:71])[CH:70]=1, predict the reactants needed to synthesize it. The reactants are: N[C@H](C1C(C2C=CC(Cl)=C3C=2N(C)N=C3NS(C)(=O)=O)=CC=C(C#CC(O)(C)C)N=1)CC1C=C(F)C=C(F)C=1.[F:40][CH:41]([F:87])[C:42]1[CH:50]=[CH:49][C:48]([C:51]2[C:52]([C@@H:63]([NH:73]C(=O)OC(C)(C)C)[CH2:64][C:65]3[CH:70]=[C:69]([F:71])[CH:68]=[C:67]([F:72])[CH:66]=3)=[N:53][C:54]([C:57]#[C:58][C:59]([OH:62])([CH3:61])[CH3:60])=[CH:55][CH:56]=2)=[C:47]2[C:43]=1[C:44]([NH:82][S:83]([CH3:86])(=[O:85])=[O:84])=[N:45][N:46]2[CH3:81]. (5) Given the product [F:16][C:17]1[CH:18]=[C:19]([NH:20][C:2]2[CH:7]=[CH:6][C:5]([O:8][C:9]3[CH:14]=[CH:13][C:12]([F:15])=[CH:11][CH:10]=3)=[CH:4][N:3]=2)[CH:21]=[CH:22][C:23]=1[F:24], predict the reactants needed to synthesize it. The reactants are: Cl[C:2]1[CH:7]=[CH:6][C:5]([O:8][C:9]2[CH:14]=[CH:13][C:12]([F:15])=[CH:11][CH:10]=2)=[CH:4][N:3]=1.[F:16][C:17]1[CH:18]=[C:19]([CH:21]=[CH:22][C:23]=1[F:24])[NH2:20].C1(P(C2C=CC=CC=2)C2C3OC4C(=CC=CC=4P(C4C=CC=CC=4)C4C=CC=CC=4)C(C)(C)C=3C=CC=2)C=CC=CC=1.C(=O)([O-])[O-].[Cs+].[Cs+]. (6) The reactants are: Cl[S:2]([N:5]=[C:6]=[O:7])(=[O:4])=[O:3].[C:8]([OH:12])([CH3:11])([CH3:10])[CH3:9].Cl.[S:14]1[C:18](N)=[CH:17][C:16]2[CH:20]=[CH:21][CH:22]=[CH:23][C:15]1=2.[N:24]1C=CC=CC=1. Given the product [S:14]1[C:18]([N:5]([S:2](=[O:4])(=[O:3])[NH2:24])[C:6](=[O:7])[O:12][C:8]([CH3:11])([CH3:10])[CH3:9])=[CH:17][C:16]2[CH:20]=[CH:21][CH:22]=[CH:23][C:15]1=2, predict the reactants needed to synthesize it. (7) Given the product [Cl:1][CH2:2][C:3]([N:17]1[CH2:16][CH2:15][S:14][C:13]2[CH:18]=[C:9]([N+:6]([O-:8])=[O:7])[CH:10]=[CH:11][C:12]1=2)=[O:4], predict the reactants needed to synthesize it. The reactants are: [Cl:1][CH2:2][C:3](Cl)=[O:4].[N+:6]([C:9]1[CH:10]=[CH:11][C:12]2[NH:17][CH2:16][CH2:15][S:14][C:13]=2[CH:18]=1)([O-:8])=[O:7]. (8) Given the product [Cl:1][C:2]1[N:7]=[CH:6][C:5]([CH:8]([NH:13][CH2:11][CH3:12])[CH3:9])=[CH:4][CH:3]=1, predict the reactants needed to synthesize it. The reactants are: [Cl:1][C:2]1[N:7]=[CH:6][C:5]([C:8](=O)[CH3:9])=[CH:4][CH:3]=1.[CH2:11]([NH2:13])[CH3:12].CO. (9) Given the product [S:30]([C:26]1[CH:25]=[C:24]([NH:23][C:20]([C:19]2[CH:18]=[N:17][N:11]3[C:12]([CH:14]4[CH2:16][CH2:15]4)=[CH:13][C:8]([C:5]4[CH:6]=[CH:7][C:2]([Cl:1])=[CH:3][CH:4]=4)=[N:9][C:10]=23)=[O:22])[CH:29]=[CH:28][CH:27]=1)(=[O:31])(=[O:32])[NH2:33], predict the reactants needed to synthesize it. The reactants are: [Cl:1][C:2]1[CH:7]=[CH:6][C:5]([C:8]2[CH:13]=[C:12]([CH:14]3[CH2:16][CH2:15]3)[N:11]3[N:17]=[CH:18][C:19]([C:20]([OH:22])=O)=[C:10]3[N:9]=2)=[CH:4][CH:3]=1.[NH2:23][C:24]1[CH:25]=[C:26]([S:30]([NH2:33])(=[O:32])=[O:31])[CH:27]=[CH:28][CH:29]=1. (10) Given the product [CH:32]1([CH2:31][S:1][C:2]2[N:3]([C:13]3[CH:14]=[CH:15][C:16]([O:19][CH2:20][C:21]([F:24])([F:23])[F:22])=[CH:17][CH:18]=3)[C:4](=[O:12])[C:5]3[CH2:10][C:9](=[O:11])[NH:8][C:6]=3[N:7]=2)[CH2:35][CH2:34][CH2:33]1, predict the reactants needed to synthesize it. The reactants are: [S:1]=[C:2]1[NH:7][C:6]2[NH:8][C:9](=[O:11])[CH2:10][C:5]=2[C:4](=[O:12])[N:3]1[C:13]1[CH:18]=[CH:17][C:16]([O:19][CH2:20][C:21]([F:24])([F:23])[F:22])=[CH:15][CH:14]=1.C(=O)([O-])O.[Na+].Br[CH2:31][CH:32]1[CH2:35][CH2:34][CH2:33]1.C(#N)C.